This data is from Forward reaction prediction with 1.9M reactions from USPTO patents (1976-2016). The task is: Predict the product of the given reaction. Given the reactants [NH2:1][C:2]1[S:3][C:4]([C:25]2[CH:30]=[CH:29][N:28]=[C:27](Cl)[N:26]=2)=[C:5]([C:7]2[CH:8]=[CH:9][C:10]([F:24])=[C:11]([NH:13][C:14](=[O:23])[C:15]3[C:20]([F:21])=[CH:19][CH:18]=[CH:17][C:16]=3[F:22])[CH:12]=2)[N:6]=1.[Cl-].[NH2:33][C:34]1[CH:39]=[CH:38][C:37]([O:40][CH2:41][CH2:42][NH+:43]([CH3:45])[CH3:44])=[C:36]([Cl:46])[CH:35]=1, predict the reaction product. The product is: [NH2:1][C:2]1[S:3][C:4]([C:25]2[CH:30]=[CH:29][N:28]=[C:27]([NH:33][C:34]3[CH:39]=[CH:38][C:37]([O:40][CH2:41][CH2:42][N:43]([CH3:44])[CH3:45])=[C:36]([Cl:46])[CH:35]=3)[N:26]=2)=[C:5]([C:7]2[CH:8]=[CH:9][C:10]([F:24])=[C:11]([NH:13][C:14](=[O:23])[C:15]3[C:20]([F:21])=[CH:19][CH:18]=[CH:17][C:16]=3[F:22])[CH:12]=2)[N:6]=1.